This data is from Forward reaction prediction with 1.9M reactions from USPTO patents (1976-2016). The task is: Predict the product of the given reaction. (1) Given the reactants CCCP1(OP(CCC)(=O)OP(CCC)(=O)O1)=O.[CH:19]([C@H:22]1[CH2:27][NH:26][CH2:25][CH2:24][N:23]1C(OC(C)(C)C)=O)([CH3:21])[CH3:20].[NH2:35][C:36]1[CH:44]=[CH:43][C:39]([C:40](O)=[O:41])=[CH:38][C:37]=1[F:45].C(N(CC)CC)C.FC(F)(F)C(O)=O, predict the reaction product. The product is: [NH2:35][C:36]1[CH:44]=[CH:43][C:39]([C:40]([N:26]2[CH2:25][CH2:24][NH:23][C@@H:22]([CH:19]([CH3:20])[CH3:21])[CH2:27]2)=[O:41])=[CH:38][C:37]=1[F:45]. (2) Given the reactants Br[C:2]1[C:3]([O:10][CH2:11]C)=[N:4][CH:5]=[C:6]([CH2:8][Cl:9])[CH:7]=1.[F:13][C:14]1[CH:19]=[CH:18][C:17](C2C=C(CO)C=NC=2OC)=[CH:16][CH:15]=1, predict the reaction product. The product is: [Cl:9][CH2:8][C:6]1[CH:7]=[C:2]([C:17]2[CH:18]=[CH:19][C:14]([F:13])=[CH:15][CH:16]=2)[C:3]([O:10][CH3:11])=[N:4][CH:5]=1. (3) Given the reactants [F:1][C:2]([F:17])([C:7]1[CH:8]=[C:9]2[C:14](=[CH:15][CH:16]=1)[N:13]=[CH:12][CH:11]=[CH:10]2)[C:3](OC)=O.[CH3:18][C:19]1[CH:23]=[C:22]([C:24]2[N:29]=[N:28][C:27]([NH:30][NH2:31])=[CH:26][CH:25]=2)[S:21][N:20]=1.O.C1(C)C=CC(S(O)(=O)=O)=CC=1.C([O-])(O)=O.[Na+], predict the reaction product. The product is: [F:1][C:2]([F:17])([C:3]1[N:28]2[N:29]=[C:24]([C:22]3[S:21][N:20]=[C:19]([CH3:18])[CH:23]=3)[CH:25]=[CH:26][C:27]2=[N:30][N:31]=1)[C:7]1[CH:8]=[C:9]2[C:14](=[CH:15][CH:16]=1)[N:13]=[CH:12][CH:11]=[CH:10]2. (4) The product is: [OH:1][C:2]1[N:11]=[CH:10][C:9]([I:43])=[C:8]2[C:3]=1[CH:4]=[C:5]([C:30]1[CH:31]=[CH:32][CH:33]=[CH:34][CH:35]=1)[C:6]([C:12]1[CH:17]=[CH:16][C:15]([C:18]3([NH:22][C:23](=[O:29])[O:24][C:25]([CH3:28])([CH3:27])[CH3:26])[CH2:21][CH2:20][CH2:19]3)=[CH:14][CH:13]=1)=[N:7]2. Given the reactants [OH:1][C:2]1[N:11]=[CH:10][CH:9]=[C:8]2[C:3]=1[CH:4]=[C:5]([C:30]1[CH:35]=[CH:34][CH:33]=[CH:32][CH:31]=1)[C:6]([C:12]1[CH:17]=[CH:16][C:15]([C:18]3([NH:22][C:23](=[O:29])[O:24][C:25]([CH3:28])([CH3:27])[CH3:26])[CH2:21][CH2:20][CH2:19]3)=[CH:14][CH:13]=1)=[N:7]2.C1C(=O)N([I:43])C(=O)C1, predict the reaction product. (5) Given the reactants [OH:1][CH2:2][C:3]1[CH:8]=[CH:7][C:6]([NH:9][C:10](=[O:12])[CH3:11])=[C:5]([I:13])[CH:4]=1.O, predict the reaction product. The product is: [CH:2]([C:3]1[CH:8]=[CH:7][C:6]([NH:9][C:10](=[O:12])[CH3:11])=[C:5]([I:13])[CH:4]=1)=[O:1]. (6) Given the reactants Br[C:2]1[N:6]2[CH:7]=[CH:8][C:9]([C:11]([O:15][CH3:16])([O:13][CH3:14])[CH3:12])=[N:10][C:5]2=[N:4][CH:3]=1.[F:17][C:18]1[CH:23]=[CH:22][C:21](B2OC(C)(C)C(C)(C)O2)=[CH:20][C:19]=1[C:33]1[C:34]([C:39]#[N:40])=[CH:35][CH:36]=[CH:37][CH:38]=1, predict the reaction product. The product is: [CH3:14][O:13][C:11]([C:9]1[CH:8]=[CH:7][N:6]2[C:2]([C:21]3[CH:22]=[CH:23][C:18]([F:17])=[C:19]([C:33]4[C:34]([C:39]#[N:40])=[CH:35][CH:36]=[CH:37][CH:38]=4)[CH:20]=3)=[CH:3][N:4]=[C:5]2[N:10]=1)([O:15][CH3:16])[CH3:12]. (7) Given the reactants [CH3:1][O:2][C:3](=[O:16])[CH2:4][CH2:5][CH:6]([O:8][C:9]1[CH:14]=[CH:13][C:12](Br)=[CH:11][N:10]=1)[CH3:7].[B:17]1([B:17]2[O:21][C:20]([CH3:23])([CH3:22])[C:19]([CH3:25])([CH3:24])[O:18]2)[O:21][C:20]([CH3:23])([CH3:22])[C:19]([CH3:25])([CH3:24])[O:18]1.[C:35]([O-])(=O)C.[K+].N#N, predict the reaction product. The product is: [CH3:1][O:2][C:3](=[O:16])[CH:4]([CH3:35])[CH2:5][CH:6]([O:8][C:9]1[CH:14]=[CH:13][C:12]([B:17]2[O:21][C:20]([CH3:23])([CH3:22])[C:19]([CH3:25])([CH3:24])[O:18]2)=[CH:11][N:10]=1)[CH3:7]. (8) The product is: [OH2:2].[ClH:18].[NH2:35][C@:23]1([C:21]([O:20][CH3:19])=[O:22])[CH2:27][CH2:26][C@H:25]([C:28]2[CH:33]=[CH:32][C:31]([Br:34])=[CH:30][CH:29]=2)[CH2:24]1. Given the reactants C[O:2]C([C@@]1(N)CC[C@H](C2C=CC(Br)=CC=2)C1)=O.[ClH:18].[CH3:19][O:20][C:21]([C@:23]1([NH2:35])[CH2:27][CH2:26][C@H:25]([C:28]2[CH:33]=[CH:32][C:31]([Br:34])=[CH:30][CH:29]=2)[CH2:24]1)=[O:22], predict the reaction product. (9) Given the reactants BrC1C=C(C=C(OC[C@H]2CCCO2)C=1)COC1C=CC=CC=1CC(OC)=O.[Br:28][C:29]1[CH:30]=[C:31]([CH2:42][OH:43])[CH:32]=[C:33]([O:35][CH2:36][C@H:37]2[CH2:41][CH2:40][CH2:39][O:38]2)[CH:34]=1.O[C:45]1[CH:50]=[CH:49][CH:48]=[CH:47][C:46]=1[CH2:51][C:52]([O:54][C:55]([CH3:58])([CH3:57])[CH3:56])=[O:53], predict the reaction product. The product is: [Br:28][C:29]1[CH:30]=[C:31]([CH:32]=[C:33]([O:35][CH2:36][C@H:37]2[CH2:41][CH2:40][CH2:39][O:38]2)[CH:34]=1)[CH2:42][O:43][C:45]1[CH:50]=[CH:49][CH:48]=[CH:47][C:46]=1[CH2:51][C:52]([O:54][C:55]([CH3:58])([CH3:57])[CH3:56])=[O:53]. (10) Given the reactants [O:1]=[C:2]1[C:11]2[C:6](=[CH:7][CH:8]=[CH:9][CH:10]=2)[C:5]([CH2:12][C:13]2[CH:14]=[C:15]([CH:19]=[CH:20][CH:21]=2)[C:16](O)=[O:17])=[N:4][NH:3]1.F[P-](F)(F)(F)(F)F.N1(OC(N(C)C)=[N+](C)C)C2C=CC=CC=2N=N1.Cl.[F:47][C:48]([F:59])([F:58])[C:49]1[N:53]2[CH2:54][CH2:55][NH:56][CH2:57][C:52]2=[N:51][N:50]=1.C(N(CC)C(C)C)(C)C, predict the reaction product. The product is: [F:59][C:48]([F:58])([F:47])[C:49]1[N:53]2[CH2:54][CH2:55][N:56]([C:16]([C:15]3[CH:14]=[C:13]([CH2:12][C:5]4[C:6]5[C:11](=[CH:10][CH:9]=[CH:8][CH:7]=5)[C:2](=[O:1])[NH:3][N:4]=4)[CH:21]=[CH:20][CH:19]=3)=[O:17])[CH2:57][C:52]2=[N:51][N:50]=1.